Predict which catalyst facilitates the given reaction. From a dataset of Catalyst prediction with 721,799 reactions and 888 catalyst types from USPTO. (1) Reactant: [CH2:1]([O:3][CH:4]([O:25][CH2:26]C)[CH2:5][CH2:6][CH2:7][C:8]1[CH:13]=[CH:12][C:11]([O:14][CH2:15][CH2:16][CH2:17][N:18]2[CH2:24][CH2:23][CH2:22][CH2:21][CH2:20][CH2:19]2)=[CH:10][CH:9]=1)C. Product: [CH3:26][O:25][CH:4]([O:3][CH3:1])[CH2:5][CH2:6][CH2:7][C:8]1[CH:13]=[CH:12][C:11]([O:14][CH2:15][CH2:16][CH2:17][N:18]2[CH2:24][CH2:23][CH2:22][CH2:21][CH2:20][CH2:19]2)=[CH:10][CH:9]=1. The catalyst class is: 5. (2) Reactant: [F:1][C:2]1[CH:3]=[C:4]2[C:8](=[CH:9][CH:10]=1)[CH:7]([C:11]([OH:13])=[O:12])[CH2:6][CH2:5]2.COC1C=C2[C@@]34[C@@H]5C[C@H]6C(CN5CC3)=CCO[C@H]3CC(=O)N([C@H]4[C@@H]63)C2=CC=1OC.Cl. Product: [F:1][C:2]1[CH:3]=[C:4]2[C:8](=[CH:9][CH:10]=1)[C@H:7]([C:11]([OH:13])=[O:12])[CH2:6][CH2:5]2. The catalyst class is: 21. (3) Reactant: C(OC([N:8]1[C:12]([C:13]2[C:14]([CH3:26])=[N:15][N:16]([C:20]3[CH:25]=[CH:24][CH:23]=[CH:22][CH:21]=3)[C:17]=2[O:18][CH3:19])=[CH:11][C:10]([CH3:27])=[N:9]1)=O)(C)(C)C.C(OC(N1C(C)=CC(C2C(C)=NN(C3C=CC=CC=3)C=2OC)=N1)=O)(C)(C)C.FC(F)(F)C(O)=O. Product: [CH3:19][O:18][C:17]1[N:16]([C:20]2[CH:21]=[CH:22][CH:23]=[CH:24][CH:25]=2)[N:15]=[C:14]([CH3:26])[C:13]=1[C:12]1[NH:8][N:9]=[C:10]([CH3:27])[CH:11]=1. The catalyst class is: 4. (4) Reactant: [F:1][CH:2]([F:19])[C:3]1[N:8]=[CH:7][C:6]([C:9]2[NH:13][C:12]([NH:14]C(=O)C)=[N:11][C:10]=2[CH3:18])=[CH:5][CH:4]=1.Cl. Product: [F:19][CH:2]([F:1])[C:3]1[N:8]=[CH:7][C:6]([C:9]2[NH:13][C:12]([NH2:14])=[N:11][C:10]=2[CH3:18])=[CH:5][CH:4]=1. The catalyst class is: 24. (5) The catalyst class is: 141. Product: [C:36]([O:35][C:33]([NH:32][C@@H:28]([CH2:27][CH2:26][NH:25][C:21]([C:5]1[N:4]=[C:3]([C:1]#[N:2])[C:12]2[C:7]([C:6]=1[OH:20])=[CH:8][CH:9]=[C:10]([O:13][C:14]1[CH:19]=[CH:18][CH:17]=[CH:16][CH:15]=1)[CH:11]=2)=[O:22])[C:29]([OH:31])=[O:30])=[O:34])([CH3:39])([CH3:38])[CH3:37]. Reactant: [C:1]([C:3]1[C:12]2[C:7](=[CH:8][CH:9]=[C:10]([O:13][C:14]3[CH:19]=[CH:18][CH:17]=[CH:16][CH:15]=3)[CH:11]=2)[C:6]([OH:20])=[C:5]([C:21](OC)=[O:22])[N:4]=1)#[N:2].[NH2:25][CH2:26][CH2:27][C@H:28]([NH:32][C:33]([O:35][C:36]([CH3:39])([CH3:38])[CH3:37])=[O:34])[C:29]([OH:31])=[O:30].C[O-].[Na+].